The task is: Predict the product of the given reaction.. This data is from Forward reaction prediction with 1.9M reactions from USPTO patents (1976-2016). (1) The product is: [CH3:26][N:24]([CH3:25])[CH2:23][CH2:22][N:20]1[C:19](=[O:27])[CH:18]=[CH:17][C:16]([C:14]2[S:15][C:8]3[C:9](=[N:10][CH:11]=[CH:12][C:7]=3[O:6][C:5]3[CH:28]=[CH:29][C:2]([NH:1][C:42](=[O:43])[CH2:41][C:40]([NH:39][C:34]4[CH:35]=[CH:36][CH:37]=[CH:38][C:33]=4[O:32][CH3:31])=[O:45])=[CH:3][C:4]=3[F:30])[CH:13]=2)=[CH:21]1. Given the reactants [NH2:1][C:2]1[CH:29]=[CH:28][C:5]([O:6][C:7]2[CH:12]=[CH:11][N:10]=[C:9]3[CH:13]=[C:14]([C:16]4[CH:17]=[CH:18][C:19](=[O:27])[N:20]([CH2:22][CH2:23][N:24]([CH3:26])[CH3:25])[CH:21]=4)[S:15][C:8]=23)=[C:4]([F:30])[CH:3]=1.[CH3:31][O:32][C:33]1[CH:38]=[CH:37][CH:36]=[CH:35][C:34]=1[NH:39][C:40](=[O:45])[CH2:41][C:42](O)=[O:43].OC1C2N=NNC=2C=CC=1.C(Cl)CCl.C([O-])(O)=O.[Na+], predict the reaction product. (2) Given the reactants [CH2:1]([OH:8])[C:2]1[CH:7]=[CH:6][CH:5]=[CH:4][CH:3]=1.Cl[C:10]1[CH:15]=[CH:14][C:13]([S:16]([NH2:19])(=[O:18])=[O:17])=[CH:12][N:11]=1.[OH-].[K+].C1OCCOCCOCCOCCOCCOC1, predict the reaction product. The product is: [CH2:1]([O:8][C:10]1[CH:15]=[CH:14][C:13]([S:16]([NH2:19])(=[O:18])=[O:17])=[CH:12][N:11]=1)[C:2]1[CH:7]=[CH:6][CH:5]=[CH:4][CH:3]=1. (3) Given the reactants C([NH:5][S:6]([C:9]1[CH:14]=[CH:13][CH:12]=[C:11]([C:15]2[N:16]=[CH:17][N:18]([C:20]3[N:25]=[C:24]([CH3:26])[CH:23]=[C:22]([C:27]4[CH:32]=[CH:31][C:30]([Cl:33])=[C:29]([CH3:34])[CH:28]=4)[N:21]=3)[CH:19]=2)[CH:10]=1)(=[O:8])=[O:7])(C)(C)C.C(O)(C(F)(F)F)=O, predict the reaction product. The product is: [Cl:33][C:30]1[CH:31]=[CH:32][C:27]([C:22]2[CH:23]=[C:24]([CH3:26])[N:25]=[C:20]([N:18]3[CH:19]=[C:15]([C:11]4[CH:10]=[C:9]([S:6]([NH2:5])(=[O:7])=[O:8])[CH:14]=[CH:13][CH:12]=4)[N:16]=[CH:17]3)[N:21]=2)=[CH:28][C:29]=1[CH3:34]. (4) The product is: [O:22]1[CH2:18][CH2:19][N:20]=[C:21]1[NH:16][CH:9]([C:10]1[CH:11]=[CH:12][CH:13]=[CH:14][CH:15]=1)[CH2:8][C:5]1[CH:4]=[CH:3][C:2]([F:1])=[CH:7][CH:6]=1. Given the reactants [F:1][C:2]1[CH:7]=[CH:6][C:5]([CH2:8][CH:9]([NH2:16])[C:10]2[CH:15]=[CH:14][CH:13]=[CH:12][CH:11]=2)=[CH:4][CH:3]=1.Cl[CH2:18][CH2:19][N:20]=[C:21]=[O:22], predict the reaction product.